The task is: Predict which catalyst facilitates the given reaction.. This data is from Catalyst prediction with 721,799 reactions and 888 catalyst types from USPTO. Reactant: Cl[C:2]1[C:11]2[C:6](=[C:7]([C:12]3[CH:17]=[CH:16][C:15]([F:18])=[CH:14][CH:13]=3)[CH:8]=[CH:9][CH:10]=2)[CH:5]=[CH:4][N:3]=1.[N:19]1([C:24]2[CH:25]=[C:26]([CH:28]=[CH:29][CH:30]=2)[NH2:27])[CH:23]=[CH:22][N:21]=[CH:20]1.C(=O)([O-])[O-].[K+].[K+]. Product: [N:19]1([C:24]2[CH:25]=[C:26]([NH:27][C:2]3[C:11]4[C:6](=[C:7]([C:12]5[CH:17]=[CH:16][C:15]([F:18])=[CH:14][CH:13]=5)[CH:8]=[CH:9][CH:10]=4)[CH:5]=[CH:4][N:3]=3)[CH:28]=[CH:29][CH:30]=2)[CH:23]=[CH:22][N:21]=[CH:20]1. The catalyst class is: 4.